From a dataset of Forward reaction prediction with 1.9M reactions from USPTO patents (1976-2016). Predict the product of the given reaction. Given the reactants I[C:2]1[CH:7]=[CH:6][CH:5]=[CH:4][C:3]=1[N+:8]([O-:10])=[O:9].[CH:11](=[O:18])[CH2:12][CH2:13][CH2:14][CH2:15][CH2:16][CH3:17], predict the reaction product. The product is: [N+:8]([C:3]1[CH:4]=[CH:5][CH:6]=[CH:7][C:2]=1[CH:11]([OH:18])[CH2:12][CH2:13][CH2:14][CH2:15][CH2:16][CH3:17])([O-:10])=[O:9].